Dataset: HIV replication inhibition screening data with 41,000+ compounds from the AIDS Antiviral Screen. Task: Binary Classification. Given a drug SMILES string, predict its activity (active/inactive) in a high-throughput screening assay against a specified biological target. (1) The molecule is S=C1N(c2ccc(Br)cc2)C2=Nc3ccccc3SC(=C2N=Nc2ccccc2Cl)N1c1ccc(Cl)cc1. The result is 0 (inactive). (2) The result is 0 (inactive). The compound is Nc1ncnc2c1ncn2C1CCC(CP(=O)(O)O)C1.